This data is from Reaction yield outcomes from USPTO patents with 853,638 reactions. The task is: Predict the reaction yield, written as a fraction of the theoretical maximum amount of product (1.0 means a 100% yield; for example, 0.34 means a 34% yield). The reactants are [NH:1]1[CH2:7][CH2:6][CH2:5][C@H:2]1[CH2:3][OH:4].[CH:8]1[C:20]2[CH:19]([CH2:21][O:22][C:23](ON3C(=O)CCC3=O)=[O:24])[C:18]3[C:13](=[CH:14][CH:15]=[CH:16][CH:17]=3)[C:12]=2[CH:11]=[CH:10][CH:9]=1. The catalyst is O.C1COCC1. The product is [C:23]([N:1]1[CH2:7][CH2:6][CH2:5][C@H:2]1[CH2:3][OH:4])([O:22][CH2:21][CH:19]1[C:18]2[C:13](=[CH:14][CH:15]=[CH:16][CH:17]=2)[C:12]2[C:20]1=[CH:8][CH:9]=[CH:10][CH:11]=2)=[O:24]. The yield is 0.740.